Dataset: Forward reaction prediction with 1.9M reactions from USPTO patents (1976-2016). Task: Predict the product of the given reaction. (1) Given the reactants [CH2:1]([N:3]([CH3:16])[S:4]([NH:7][C:8]1[CH:13]=[CH:12][C:11]([F:14])=[CH:10][C:9]=1[F:15])(=[O:6])=[O:5])[CH3:2].C([Li])CCC.CN(C)[CH:24]=[O:25].[Cl-].N, predict the reaction product. The product is: [CH2:1]([N:3]([CH3:16])[S:4]([NH:7][C:8]1[CH:13]=[CH:12][C:11]([F:14])=[C:10]([CH:24]=[O:25])[C:9]=1[F:15])(=[O:5])=[O:6])[CH3:2]. (2) Given the reactants [F:1][C:2]1[CH:7]=[CH:6][C:5]([C:8]2[C:12]([C:13]3[N:14]=[CH:15][N:16]([C:18]4[CH:23]=[CH:22][C:21]([C:24](=[O:26])[CH3:25])=[CH:20][CH:19]=4)[CH:17]=3)=[C:11]([CH2:27][O:28]C)[O:10][N:9]=2)=[CH:4][CH:3]=1.B(Br)(Br)Br, predict the reaction product. The product is: [F:1][C:2]1[CH:7]=[CH:6][C:5]([C:8]2[C:12]([C:13]3[N:14]=[CH:15][N:16]([C:18]4[CH:23]=[CH:22][C:21]([C:24](=[O:26])[CH3:25])=[CH:20][CH:19]=4)[CH:17]=3)=[C:11]([CH2:27][OH:28])[O:10][N:9]=2)=[CH:4][CH:3]=1. (3) Given the reactants [OH:1]O.[NH2:3][C:4]1[C:5]([C:14]#[N:15])=[N:6][CH:7]=[C:8]([C:10]([F:13])([F:12])[F:11])[CH:9]=1.[OH-].[Na+].CO, predict the reaction product. The product is: [NH2:3][C:4]1[C:5]([C:14]([NH2:15])=[O:1])=[N:6][CH:7]=[C:8]([C:10]([F:13])([F:11])[F:12])[CH:9]=1. (4) Given the reactants Cl[C:2]1[CH:3]=[C:4]([N:8]2[N:12]=[N:11][C:10]([C:13]3[CH:18]=[CH:17][CH:16]=[CH:15][N:14]=3)=[N:9]2)[CH:5]=[CH:6][CH:7]=1.[I:19]C1C=C(C=CC=1)N.N1C=CC=CC=1C=O, predict the reaction product. The product is: [I:19][C:2]1[CH:3]=[C:4]([N:8]2[N:12]=[N:11][C:10]([C:13]3[CH:18]=[CH:17][CH:16]=[CH:15][N:14]=3)=[N:9]2)[CH:5]=[CH:6][CH:7]=1.